This data is from Reaction yield outcomes from USPTO patents with 853,638 reactions. The task is: Predict the reaction yield, written as a fraction of the theoretical maximum amount of product (1.0 means a 100% yield; for example, 0.34 means a 34% yield). (1) The reactants are [CH3:1][C:2]1[CH:3]=[C:4]([C:8]2[N:9]([C:17]3[CH:22]=[CH:21][C:20]([S:23]([NH2:26])(=[O:25])=[O:24])=[CH:19][CH:18]=3)[CH:10]=[C:11]([C:13]([F:16])([F:15])[F:14])[N:12]=2)[CH:5]=[N:6][CH:7]=1.[C:27](O[C:27](=[O:31])[CH2:28][CH2:29][CH3:30])(=[O:31])[CH2:28][CH2:29][CH3:30].C(N(CC)CC)C. The catalyst is CN(C1C=CN=CC=1)C.O. The product is [CH3:1][C:2]1[CH:3]=[C:4]([C:8]2[N:9]([C:17]3[CH:18]=[CH:19][C:20]([S:23]([NH:26][C:27](=[O:31])[CH2:28][CH2:29][CH3:30])(=[O:25])=[O:24])=[CH:21][CH:22]=3)[CH:10]=[C:11]([C:13]([F:14])([F:16])[F:15])[N:12]=2)[CH:5]=[N:6][CH:7]=1. The yield is 0.850. (2) The reactants are [Li]CCCC.N(C(C)C)C(C)C.[CH:13]1([C:16]([O:18][C:19]([CH3:22])([CH3:21])[CH3:20])=[O:17])[CH2:15][CH2:14]1.Br[CH2:24][CH2:25][CH2:26][CH2:27][CH2:28][Cl:29].Cl. The catalyst is C1COCC1.[Cl-].[Na+].O.O. The product is [Cl:29][CH2:28][CH2:27][CH2:26][CH2:25][CH2:24][C:13]1([C:16]([O:18][C:19]([CH3:22])([CH3:21])[CH3:20])=[O:17])[CH2:15][CH2:14]1. The yield is 0.730.